This data is from Full USPTO retrosynthesis dataset with 1.9M reactions from patents (1976-2016). The task is: Predict the reactants needed to synthesize the given product. (1) Given the product [O:18]=[C:17]1[CH2:19][S:13][C:14](=[S:15])[N:16]1[CH2:20][C:21]([NH:11][CH2:10][CH2:9][C:24]1[CH:29]=[CH:28][CH:27]=[CH:26][CH:25]=1)=[O:23], predict the reactants needed to synthesize it. The reactants are: C1N=CN(C(N2C=[N:11][CH:10]=[CH:9]2)=O)C=1.[S:13]1[CH2:19][C:17](=[O:18])[N:16]([CH2:20][C:21]([OH:23])=O)[C:14]1=[S:15].[C:24]1(NCC)[CH:29]=[CH:28][CH:27]=[CH:26][CH:25]=1. (2) The reactants are: Cl[C:2]1[C:11]2[C:6](=[CH:7][CH:8]=[CH:9][CH:10]=2)[N:5]=[CH:4][C:3]=1[N+:12]([O-:14])=[O:13].C(N(CC)CC)C.[NH2:22][N:23]1[CH2:28][CH2:27][O:26][CH2:25][CH2:24]1. Given the product [N:23]1([NH:22][C:2]2[C:11]3[C:6](=[CH:7][CH:8]=[CH:9][CH:10]=3)[N:5]=[CH:4][C:3]=2[N+:12]([O-:14])=[O:13])[CH2:28][CH2:27][O:26][CH2:25][CH2:24]1, predict the reactants needed to synthesize it. (3) Given the product [Br:10][C:6]1[C:5]2[O:11][CH:2]([CH2:3][OH:17])[CH2:1][C:4]=2[CH:9]=[CH:8][CH:7]=1, predict the reactants needed to synthesize it. The reactants are: [CH2:1]([C:4]1[CH:9]=[CH:8][CH:7]=[C:6]([Br:10])[C:5]=1[OH:11])[CH:2]=[CH2:3].ClC1C=C(C=CC=1)C(OO)=[O:17].C(=O)([O-])[O-].[K+].[K+]. (4) Given the product [Cl:19][C:16]1[S:15][C:14]([C:12]([NH:11][CH2:10][C@H:9]2[CH2:8][O:20]2)=[O:13])=[CH:18][CH:17]=1, predict the reactants needed to synthesize it. The reactants are: C(=O)([O-])[O-].[K+].[K+].Br[CH2:8][C@@H:9]([OH:20])[CH2:10][NH:11][C:12]([C:14]1[S:15][C:16]([Cl:19])=[CH:17][CH:18]=1)=[O:13]. (5) The reactants are: [CH3:1][O:2][C:3]1[CH:8]=[CH:7][C:6]([C:9]([NH:24][C:25]2[CH2:26][O:27][C:28]([CH3:51])([CH3:50])[C:29]([F:49])([F:48])[C@:30]([C:33]3[CH:38]=[C:37](B4OCC(C)(C)CO4)[CH:36]=[CH:35][C:34]=3[F:47])([CH3:32])[N:31]=2)([C:16]2[CH:21]=[CH:20][C:19]([O:22][CH3:23])=[CH:18][CH:17]=2)[C:10]2[CH:15]=[CH:14][CH:13]=[CH:12][CH:11]=2)=[CH:5][CH:4]=1.Br[C:53]1[N:54]=[CH:55][N:56]([C:58]2[CH:63]=[CH:62][C:61]([C:64]([F:67])([F:66])[F:65])=[CH:60][N:59]=2)[CH:57]=1. Given the product [CH3:1][O:2][C:3]1[CH:8]=[CH:7][C:6]([C:9]([NH:24][C:25]2[CH2:26][O:27][C:28]([CH3:51])([CH3:50])[C:29]([F:48])([F:49])[C@:30]([C:33]3[CH:38]=[C:37]([C:53]4[N:54]=[CH:55][N:56]([C:58]5[CH:63]=[CH:62][C:61]([C:64]([F:67])([F:66])[F:65])=[CH:60][N:59]=5)[CH:57]=4)[CH:36]=[CH:35][C:34]=3[F:47])([CH3:32])[N:31]=2)([C:16]2[CH:17]=[CH:18][C:19]([O:22][CH3:23])=[CH:20][CH:21]=2)[C:10]2[CH:11]=[CH:12][CH:13]=[CH:14][CH:15]=2)=[CH:5][CH:4]=1, predict the reactants needed to synthesize it. (6) Given the product [CH2:29]([C:28]1[C:24]([O:12][CH2:11][CH2:10][CH2:9][C:8]2[C:4]([CH2:1][CH2:2][CH3:3])=[N:5][N:6]([C:13]3[CH:18]=[CH:17][C:16]([C:19]([F:21])([F:20])[F:22])=[CH:15][N:14]=3)[CH:7]=2)=[N:25][NH:26][CH:27]=1)[CH2:30][CH3:31], predict the reactants needed to synthesize it. The reactants are: [CH2:1]([C:4]1[C:8]([CH2:9][CH2:10][CH2:11][OH:12])=[CH:7][N:6]([C:13]2[CH:18]=[CH:17][C:16]([C:19]([F:22])([F:21])[F:20])=[CH:15][N:14]=2)[N:5]=1)[CH2:2][CH3:3].O[C:24]1[C:28]([CH2:29][CH2:30][CH3:31])=[CH:27][N:26](C(OC(C)(C)C)=O)[N:25]=1.C(P(CCCC)CCCC)CCC.N(C(N1CCCCC1)=O)=NC(N1CCCCC1)=O. (7) Given the product [CH2:21]([O:25][NH:26][C:27]([N:29]([C:50]1[C:55]([O:56][CH3:57])=[N:54][C:53]([CH3:58])=[CH:52][N:51]=1)[S:30]([C:33]1[S:34][CH:35]=[CH:36][C:37]=1[C:38]1[CH:39]=[CH:40][C:41]([CH2:42][N:12]2[C:5]3[CH:4]=[C:3]([CH2:1][CH3:2])[N:8]=[C:7]([CH3:9])[C:6]=3[C:10]([C:13]3[CH:18]=[CH:17][CH:16]=[CH:15][CH:14]=3)=[N:11]2)=[CH:48][CH:49]=1)(=[O:32])=[O:31])=[O:28])[CH:22]([CH3:23])[CH3:24], predict the reactants needed to synthesize it. The reactants are: [CH2:1]([C:3]1[N:8]=[C:7]([CH3:9])[C:6]2[C:10]([C:13]3[CH:18]=[CH:17][CH:16]=[CH:15][CH:14]=3)=[N:11][NH:12][C:5]=2[CH:4]=1)[CH3:2].[H-].[Na+].[CH2:21]([O:25][NH:26][C:27]([N:29]([C:50]1[C:55]([O:56][CH3:57])=[N:54][C:53]([CH3:58])=[CH:52][N:51]=1)[S:30]([C:33]1[S:34][CH:35]=[CH:36][C:37]=1[C:38]1[CH:49]=[CH:48][C:41]([CH2:42]OS(C)(=O)=O)=[CH:40][CH:39]=1)(=[O:32])=[O:31])=[O:28])[CH:22]([CH3:24])[CH3:23]. (8) The reactants are: [NH2:1][C:2]([C:7]1[CH:12]=[CH:11][CH:10]=[CH:9][CH:8]=1)([CH3:6])[C:3]([OH:5])=[O:4].Cl[C:14]([O:16][CH2:17][C:18]1[CH:23]=[CH:22][CH:21]=[CH:20][CH:19]=1)=[O:15].[OH-].[Na+]. Given the product [CH2:17]([O:16][C:14]([NH:1][C:2]([C:7]1[CH:12]=[CH:11][CH:10]=[CH:9][CH:8]=1)([CH3:6])[C:3]([OH:5])=[O:4])=[O:15])[C:18]1[CH:23]=[CH:22][CH:21]=[CH:20][CH:19]=1, predict the reactants needed to synthesize it. (9) Given the product [CH2:1]([O:3][C:4](=[O:20])[CH2:5][S:6][C:7]1[CH:12]=[CH:11][C:10]([O:13][CH2:14][CH2:15][C@@H:16]([O:18][S:29]([CH3:28])(=[O:31])=[O:30])[CH3:17])=[CH:9][C:8]=1[CH3:19])[CH3:2], predict the reactants needed to synthesize it. The reactants are: [CH2:1]([O:3][C:4](=[O:20])[CH2:5][S:6][C:7]1[CH:12]=[CH:11][C:10]([O:13][CH2:14][CH2:15][C@@H:16]([OH:18])[CH3:17])=[CH:9][C:8]=1[CH3:19])[CH3:2].CCN(CC)CC.[CH3:28][S:29](Cl)(=[O:31])=[O:30]. (10) Given the product [OH:3][CH2:2][CH2:1][O:4][S:13]([C:10]1[CH:11]=[CH:12][C:7]([CH3:17])=[CH:8][CH:9]=1)(=[O:15])=[O:14], predict the reactants needed to synthesize it. The reactants are: [CH2:1]([OH:4])[CH2:2][OH:3].[I-].[K+].[C:7]1([CH3:17])[CH:12]=[CH:11][C:10]([S:13](Cl)(=[O:15])=[O:14])=[CH:9][CH:8]=1.